This data is from Reaction yield outcomes from USPTO patents with 853,638 reactions. The task is: Predict the reaction yield, written as a fraction of the theoretical maximum amount of product (1.0 means a 100% yield; for example, 0.34 means a 34% yield). The reactants are Cl[C:2]1[N:3]=[C:4]([NH:22][CH3:23])[C:5]2[CH2:10][CH2:9][CH:8]([C:11]3[CH:16]=[CH:15][C:14]([O:17][C:18]([F:21])([F:20])[F:19])=[CH:13][CH:12]=3)[C:6]=2[N:7]=1.[Cl:24][C:25]1[N:26]=[CH:27][N:28]([C:30]2[CH:36]=[CH:35][C:33]([NH2:34])=[CH:32][C:31]=2[O:37][CH3:38])[CH:29]=1. The catalyst is C(O)(=O)C.C1COCC1. The product is [Cl:24][C:25]1[N:26]=[CH:27][N:28]([C:30]2[CH:36]=[CH:35][C:33]([NH:34][C:2]3[N:3]=[C:4]([NH:22][CH3:23])[C:5]4[CH2:10][CH2:9][CH:8]([C:11]5[CH:16]=[CH:15][C:14]([O:17][C:18]([F:21])([F:19])[F:20])=[CH:13][CH:12]=5)[C:6]=4[N:7]=3)=[CH:32][C:31]=2[O:37][CH3:38])[CH:29]=1. The yield is 0.268.